This data is from Forward reaction prediction with 1.9M reactions from USPTO patents (1976-2016). The task is: Predict the product of the given reaction. (1) Given the reactants [CH2:1]=[C:2]1[CH:8]2[CH2:9][CH:5]([CH2:6][CH2:7]2)[C:4](=[O:10])[O:3]1.C(N(CC)CC)C.[C-]#N.[K+].[CH3:21][C:22]1[N:30]=[C:29]([C:31]([F:34])([F:33])[F:32])[CH:28]=[CH:27][C:23]=1[C:24](Cl)=[O:25], predict the reaction product. The product is: [O:10]=[C:4]1[CH:5]2[CH2:9][CH:8]([CH2:7][CH2:6]2)[C:2]([O:3][C:24](=[O:25])[C:23]2[CH:27]=[CH:28][C:29]([C:31]([F:34])([F:32])[F:33])=[N:30][C:22]=2[CH3:21])=[CH:1]1. (2) Given the reactants Br[C:2]1[CH:3]=[N:4][CH:5]=[N:6][CH:7]=1.C([Li])CCC.O(N(C)[C:16](=[O:18])[CH3:17])C.[Cl-].[NH4+], predict the reaction product. The product is: [C:16]([C:2]1[CH:3]=[N:4][CH:5]=[N:6][CH:7]=1)(=[O:18])[CH3:17]. (3) Given the reactants [Cl:1][C:2]1[CH:12]=[CH:11][C:5]2[CH:6]=[C:7]([CH2:9]O)[O:8][C:4]=2[CH:3]=1.C1C=CC(P([N:27]=[N+:28]=[N-:29])(C2C=CC=CC=2)=O)=CC=1.C1CCN2C(=NCCC2)CC1, predict the reaction product. The product is: [N:27]([CH2:9][C:7]1[O:8][C:4]2[CH:3]=[C:2]([Cl:1])[CH:12]=[CH:11][C:5]=2[CH:6]=1)=[N+:28]=[N-:29]. (4) Given the reactants [NH2:1][C:2]1[CH:7]=[C:6](C)[CH:5]=[CH:4][N:3]=1.[Cl:9][C:10]1[CH:17]=[CH:16][CH:15]=[C:14]([F:18])[C:11]=1[CH:12]=O.[N+:19]([C:21]1[CH:30]=[CH:29][C:24]2[O:25][CH2:26][CH2:27][O:28][C:23]=2[CH:22]=1)#[C-:20].O1CCOC[CH2:32]1, predict the reaction product. The product is: [Cl:9][C:10]1[CH:17]=[CH:16][CH:15]=[C:14]([F:18])[C:11]=1[C:12]1[N:1]=[C:2]2[C:7]([CH3:32])=[CH:6][CH:5]=[CH:4][N:3]2[C:20]=1[NH:19][C:21]1[CH:30]=[CH:29][C:24]2[O:25][CH2:26][CH2:27][O:28][C:23]=2[CH:22]=1. (5) Given the reactants Cl.[NH2:2][CH2:3][C:4]#[N:5].CCN(C(C)C)C(C)C.C(OC([O-])=O)(ON1C(=O)CC([C:24]([O:26][CH2:27][CH:28]2[C:40]3[C:35](=[CH:36][CH:37]=[CH:38][CH:39]=3)[C:34]3[C:29]2=[CH:30][CH:31]=[CH:32][CH:33]=3)=[O:25])C1=O)=O.O, predict the reaction product. The product is: [C:24]([NH:5][CH2:4][C:3]#[N:2])([O:26][CH2:27][CH:28]1[C:29]2[C:34](=[CH:33][CH:32]=[CH:31][CH:30]=2)[C:35]2[C:40]1=[CH:39][CH:38]=[CH:37][CH:36]=2)=[O:25]. (6) Given the reactants [OH:1][C@H:2]1[CH2:17][N:5]2[CH2:6][CH2:7][N:8]([C:10]([O:12][C:13]([CH3:16])([CH3:15])[CH3:14])=[O:11])[CH2:9][C@@H:4]2[CH2:3]1.Cl[C:19]1[CH:24]=[CH:23][C:22]([Cl:25])=[CH:21][N:20]=1.CC(C)([O-])C.[K+], predict the reaction product. The product is: [Cl:25][C:22]1[CH:23]=[CH:24][C:19]([O:1][C@H:2]2[CH2:17][N:5]3[CH2:6][CH2:7][N:8]([C:10]([O:12][C:13]([CH3:14])([CH3:16])[CH3:15])=[O:11])[CH2:9][C@@H:4]3[CH2:3]2)=[N:20][CH:21]=1. (7) Given the reactants CC(C)([O-])C.[K+].[F:7][C:8]([F:31])([F:30])[C:9]([C:15]1[CH:20]=[CH:19][C:18](/[CH:21]=[C:22](\[F:29])/[C:23]2[CH:27]=[C:26]([CH3:28])[NH:25][N:24]=2)=[CH:17][CH:16]=1)([OH:14])[C:10]([F:13])([F:12])[F:11].Cl[CH2:33][C:34]1[CH:39]=[CH:38][N:37]=[C:36]([N:40]2[CH2:45][CH2:44][N:43]([CH:46]3[CH2:48][CH2:47]3)[CH2:42][CH2:41]2)[CH:35]=1.O, predict the reaction product. The product is: [CH:46]1([N:43]2[CH2:42][CH2:41][N:40]([C:36]3[CH:35]=[C:34]([CH2:33][N:25]4[C:26]([CH3:28])=[CH:27][C:23](/[C:22](/[F:29])=[CH:21]/[C:18]5[CH:17]=[CH:16][C:15]([C:9]([OH:14])([C:10]([F:13])([F:12])[F:11])[C:8]([F:30])([F:7])[F:31])=[CH:20][CH:19]=5)=[N:24]4)[CH:39]=[CH:38][N:37]=3)[CH2:45][CH2:44]2)[CH2:48][CH2:47]1. (8) The product is: [NH2:41][C:24]1[C:25]([N:27]2[CH2:28][CH2:29][N:30]([C:33]3[CH:38]=[C:37]([F:39])[CH:36]=[CH:35][C:34]=3[CH3:40])[CH2:31][CH2:32]2)=[CH:26][C:9]([Cl:8])=[C:10]([CH:23]=1)[C:11]([NH:13][CH2:14][CH2:15][CH2:16][N:17]1[CH2:21][CH2:20][CH2:19][C:18]1=[O:22])=[O:12]. Given the reactants C(O)C.C(O)(=O)C.[Cl:8][C:9]1[CH:26]=[C:25]([N:27]2[CH2:32][CH2:31][N:30]([C:33]3[CH:38]=[C:37]([F:39])[CH:36]=[CH:35][C:34]=3[CH3:40])[CH2:29][CH2:28]2)[C:24]([N+:41]([O-])=O)=[CH:23][C:10]=1[C:11]([NH:13][CH2:14][CH2:15][CH2:16][N:17]1[CH2:21][CH2:20][CH2:19][C:18]1=[O:22])=[O:12], predict the reaction product. (9) Given the reactants [NH2:1][C:2]1[C:9]([I:10])=[CH:8][C:5]([C:6]#[N:7])=[C:4]([C:11]([F:14])([F:13])[F:12])[CH:3]=1.CC(C)([O-])C.[K+].[CH3:21][S:22](Cl)(=[O:24])=[O:23], predict the reaction product. The product is: [C:6]([C:5]1[C:4]([C:11]([F:14])([F:12])[F:13])=[CH:3][C:2]([NH:1][S:22]([CH3:21])(=[O:24])=[O:23])=[C:9]([I:10])[CH:8]=1)#[N:7]. (10) Given the reactants [CH:1]([C:3]1[CH:15]=[CH:14][C:6]([O:7][CH2:8][C:9]([O:11][CH2:12]C)=[O:10])=[C:5]([CH3:16])[CH:4]=1)=O.[CH2:17]([NH2:21])[CH2:18][CH2:19][CH3:20].[BH4-].[Na+], predict the reaction product. The product is: [CH2:17]([NH:21][CH2:1][C:3]1[CH:15]=[CH:14][C:6]([O:7][CH2:8][C:9]([O:11][CH3:12])=[O:10])=[C:5]([CH3:16])[CH:4]=1)[CH2:18][CH2:19][CH3:20].